Dataset: NCI-60 drug combinations with 297,098 pairs across 59 cell lines. Task: Regression. Given two drug SMILES strings and cell line genomic features, predict the synergy score measuring deviation from expected non-interaction effect. (1) Drug 1: CNC(=O)C1=NC=CC(=C1)OC2=CC=C(C=C2)NC(=O)NC3=CC(=C(C=C3)Cl)C(F)(F)F. Drug 2: CC(C)NC(=O)C1=CC=C(C=C1)CNNC.Cl. Cell line: HOP-62. Synergy scores: CSS=11.2, Synergy_ZIP=-0.744, Synergy_Bliss=1.50, Synergy_Loewe=1.88, Synergy_HSA=2.96. (2) Drug 1: C1=CN(C(=O)N=C1N)C2C(C(C(O2)CO)O)O.Cl. Drug 2: CC1=C(C=C(C=C1)NC(=O)C2=CC=C(C=C2)CN3CCN(CC3)C)NC4=NC=CC(=N4)C5=CN=CC=C5. Cell line: SW-620. Synergy scores: CSS=36.9, Synergy_ZIP=1.51, Synergy_Bliss=-0.576, Synergy_Loewe=-31.7, Synergy_HSA=-3.13. (3) Drug 1: COC1=CC(=CC(=C1O)OC)C2C3C(COC3=O)C(C4=CC5=C(C=C24)OCO5)OC6C(C(C7C(O6)COC(O7)C8=CC=CS8)O)O. Drug 2: C1C(C(OC1N2C=C(C(=O)NC2=O)F)CO)O. Cell line: HOP-62. Synergy scores: CSS=61.5, Synergy_ZIP=5.03, Synergy_Bliss=4.36, Synergy_Loewe=5.09, Synergy_HSA=8.76. (4) Drug 1: C1=CC(=CC=C1CC(C(=O)O)N)N(CCCl)CCCl.Cl. Drug 2: C1C(C(OC1N2C=NC3=C2NC=NCC3O)CO)O. Cell line: IGROV1. Synergy scores: CSS=14.8, Synergy_ZIP=-7.18, Synergy_Bliss=0.984, Synergy_Loewe=-13.9, Synergy_HSA=-0.135. (5) Drug 1: CC1=C(N=C(N=C1N)C(CC(=O)N)NCC(C(=O)N)N)C(=O)NC(C(C2=CN=CN2)OC3C(C(C(C(O3)CO)O)O)OC4C(C(C(C(O4)CO)O)OC(=O)N)O)C(=O)NC(C)C(C(C)C(=O)NC(C(C)O)C(=O)NCCC5=NC(=CS5)C6=NC(=CS6)C(=O)NCCC[S+](C)C)O. Drug 2: CC(C)(C#N)C1=CC(=CC(=C1)CN2C=NC=N2)C(C)(C)C#N. Cell line: SF-268. Synergy scores: CSS=31.3, Synergy_ZIP=-0.349, Synergy_Bliss=-0.921, Synergy_Loewe=-3.67, Synergy_HSA=0.146. (6) Drug 1: C1CCC(C1)C(CC#N)N2C=C(C=N2)C3=C4C=CNC4=NC=N3. Drug 2: CC1OCC2C(O1)C(C(C(O2)OC3C4COC(=O)C4C(C5=CC6=C(C=C35)OCO6)C7=CC(=C(C(=C7)OC)O)OC)O)O. Cell line: SF-268. Synergy scores: CSS=30.1, Synergy_ZIP=6.42, Synergy_Bliss=4.82, Synergy_Loewe=-18.1, Synergy_HSA=1.24.